Dataset: Reaction yield outcomes from USPTO patents with 853,638 reactions. Task: Predict the reaction yield, written as a fraction of the theoretical maximum amount of product (1.0 means a 100% yield; for example, 0.34 means a 34% yield). (1) The reactants are [CH3:1][CH:2]([NH:12][CH2:13][CH:14]([OH:22])[C:15]1[CH:16]=[CH:17][C:18]([OH:21])=[CH:19][CH:20]=1)[CH2:3][CH2:4][C:5]1[CH:6]=[CH:7][C:8]([OH:11])=[CH:9][CH:10]=1.[ClH:23]. The catalyst is O. The product is [CH3:1][CH:2]([NH:12][CH2:13][CH:14]([OH:22])[C:15]1[CH:20]=[CH:19][C:18]([OH:21])=[CH:17][CH:16]=1)[CH2:3][CH2:4][C:5]1[CH:6]=[CH:7][C:8]([OH:11])=[CH:9][CH:10]=1.[ClH:23]. The yield is 0.500. (2) The reactants are [CH3:1][N:2]1[CH2:9][C@@H:8]2[C@@H:4]([N:5]([C:10]3[C:15]([N+:16]([O-])=O)=[CH:14][C:13]([NH:19][C:20]4[N:25]=[C:24]([C:26]5[CH:27]=[N:28][N:29]6[CH:34]=[CH:33][CH:32]=[CH:31][C:30]=56)[CH:23]=[CH:22][N:21]=4)=[C:12]([O:35][CH3:36])[CH:11]=3)[CH2:6][CH2:7]2)[CH2:3]1.[NH4+].[Cl-].C(O)C. The catalyst is [Fe].O. The product is [CH3:1][N:2]1[CH2:9][C@@H:8]2[C@@H:4]([N:5]([C:10]3[CH:11]=[C:12]([O:35][CH3:36])[C:13]([NH:19][C:20]4[N:25]=[C:24]([C:26]5[CH:27]=[N:28][N:29]6[CH:34]=[CH:33][CH:32]=[CH:31][C:30]=56)[CH:23]=[CH:22][N:21]=4)=[CH:14][C:15]=3[NH2:16])[CH2:6][CH2:7]2)[CH2:3]1. The yield is 0.560. (3) The reactants are [Cl:1][C:2]1[N:9]=[C:8](Cl)[CH:7]=[C:6]([C:11]2[CH:16]=[CH:15][C:14]([O:17][C:18]3[CH:23]=[CH:22][CH:21]=[CH:20][CH:19]=3)=[CH:13][CH:12]=2)[C:3]=1[C:4]#[N:5].[C:24]([NH:27][C:28]1[CH:29]=[C:30](B(O)O)[CH:31]=[CH:32][CH:33]=1)(=[O:26])[CH3:25].O.[O-]P([O-])([O-])=O.[K+].[K+].[K+]. The catalyst is CN(C)C=O.C(OCC)(=O)C.C1(P(C2C=CC=CC=2)C2C=CC=CC=2)C=CC=CC=1.C1(P(C2C=CC=CC=2)C2C=CC=CC=2)C=CC=CC=1.C1(P(C2C=CC=CC=2)C2C=CC=CC=2)C=CC=CC=1.C1(P(C2C=CC=CC=2)C2C=CC=CC=2)C=CC=CC=1.[Pd]. The product is [Cl:1][C:2]1[N:9]=[C:8]([C:32]2[CH:33]=[C:28]([NH:27][C:24](=[O:26])[CH3:25])[CH:29]=[CH:30][CH:31]=2)[CH:7]=[C:6]([C:11]2[CH:12]=[CH:13][C:14]([O:17][C:18]3[CH:23]=[CH:22][CH:21]=[CH:20][CH:19]=3)=[CH:15][CH:16]=2)[C:3]=1[C:4]#[N:5]. The yield is 0.420. (4) The reactants are Cl[C:2]1[C:11]2[C:6](=[CH:7][C:8]([O:14][CH3:15])=[C:9]([O:12][CH3:13])[CH:10]=2)[N:5]=[CH:4][CH:3]=1.[OH:16][C:17]1[CH:18]=[CH:19][C:20]([N+:25]([O-:27])=[O:26])=[C:21]([CH:24]=1)[CH:22]=[O:23].O. The catalyst is ClC1C=CC=CC=1. The product is [CH3:13][O:12][C:9]1[CH:10]=[C:11]2[C:6](=[CH:7][C:8]=1[O:14][CH3:15])[N:5]=[CH:4][CH:3]=[C:2]2[O:16][C:17]1[CH:24]=[C:21]([C:20]([N+:25]([O-:27])=[O:26])=[CH:19][CH:18]=1)[CH:22]=[O:23]. The yield is 0.660. (5) The reactants are [CH2:1]([O:8][C:9]1[C:14]2[CH2:15][C:16]([CH3:19])([CH3:18])[O:17][C:13]=2[CH:12]=[C:11]([C:20](O)=[O:21])[CH:10]=1)[C:2]1[CH:7]=[CH:6][CH:5]=[CH:4][CH:3]=1.S(Cl)(Cl)=O.[NH2:27][C:28]1[CH:32]=[CH:31][N:30]([CH3:33])[N:29]=1.C(N(CC)CC)C. The catalyst is C(Cl)Cl.CN(C=O)C. The product is [CH3:33][N:30]1[CH:31]=[CH:32][C:28]([NH:27][C:20]([C:11]2[CH:10]=[C:9]([O:8][CH2:1][C:2]3[CH:7]=[CH:6][CH:5]=[CH:4][CH:3]=3)[C:14]3[CH2:15][C:16]([CH3:19])([CH3:18])[O:17][C:13]=3[CH:12]=2)=[O:21])=[N:29]1. The yield is 0.600.